From a dataset of Reaction yield outcomes from USPTO patents with 853,638 reactions. Predict the reaction yield, written as a fraction of the theoretical maximum amount of product (1.0 means a 100% yield; for example, 0.34 means a 34% yield). (1) The reactants are [Li+].C[Si]([N-][Si](C)(C)C)(C)C.Br[C:12]1[CH:13]=[C:14]2[C:18](=[CH:19][CH:20]=1)[NH:17][N:16]=[C:15]2[C:21]1[N:22]=[N:23][N:24]([C:26]2[CH:31]=[CH:30][C:29]([C:32]([N:34]3[CH2:39][CH2:38][O:37][CH2:36][CH2:35]3)=[O:33])=[CH:28][CH:27]=2)[CH:25]=1.Cl.Cl.[NH2:42][CH:43]1[CH2:48][CH2:47][CH2:46][N:45]([CH3:49])[CH2:44]1.C1(P(C2CCCCC2)C2C(OC)=CC=C(OC)C=2C2C(C(C)C)=CC(C(C)C)=CC=2C(C)C)CCCCC1. The catalyst is C1COCC1.CN(C=O)C.C(Cl)Cl. The product is [CH3:49][N:45]1[CH2:46][CH2:47][CH2:48][CH:43]([NH:42][C:12]2[CH:13]=[C:14]3[C:18](=[CH:19][CH:20]=2)[NH:17][N:16]=[C:15]3[C:21]2[N:22]=[N:23][N:24]([C:26]3[CH:31]=[CH:30][C:29]([C:32]([N:34]4[CH2:39][CH2:38][O:37][CH2:36][CH2:35]4)=[O:33])=[CH:28][CH:27]=3)[CH:25]=2)[CH2:44]1. The yield is 0.0500. (2) The reactants are [OH:1][CH:2]([C:5]1[CH:6]=[C:7]([C:17]([NH:19][CH2:20][C:21]2[C:22](=[O:29])[NH:23][C:24]([CH3:28])=[CH:25][C:26]=2[CH3:27])=[O:18])[C:8]2[CH:13]=[N:12][N:11]([CH:14]([CH3:16])[CH3:15])[C:9]=2[N:10]=1)CO. The catalyst is C1COCC1.O. The product is [CH3:27][C:26]1[CH:25]=[C:24]([CH3:28])[NH:23][C:22](=[O:29])[C:21]=1[CH2:20][NH:19][C:17]([C:7]1[C:8]2[CH:13]=[N:12][N:11]([CH:14]([CH3:16])[CH3:15])[C:9]=2[N:10]=[C:5]([CH:2]=[O:1])[CH:6]=1)=[O:18]. The yield is 0.848. (3) The reactants are [Cl:1][C:2]1[CH:7]=[CH:6][C:5]([O:8][C:9]2[CH:16]=[CH:15][C:14]([CH2:17][S:18][C:19]3[NH:20][CH:21]=[C:22]([CH2:26][C:27]4[C:35]5[C:30](=[CH:31][CH:32]=[CH:33][CH:34]=5)[N:29]([CH3:36])[CH:28]=4)[C:23](=[O:25])[N:24]=3)=[CH:13][C:10]=2[C:11]#[N:12])=[CH:4][C:3]=1[C:37]([F:40])([F:39])[F:38].[CH3:41]CN(C(C)C)C(C)C.CI. The catalyst is C(Cl)(Cl)Cl.[Br-].[Zn+2].[Br-]. The product is [Cl:1][C:2]1[CH:7]=[CH:6][C:5]([O:8][C:9]2[CH:16]=[CH:15][C:14]([CH2:17][S:18][C:19]3[N:20]([CH3:41])[CH:21]=[C:22]([CH2:26][C:27]4[C:35]5[C:30](=[CH:31][CH:32]=[CH:33][CH:34]=5)[N:29]([CH3:36])[CH:28]=4)[C:23](=[O:25])[N:24]=3)=[CH:13][C:10]=2[C:11]#[N:12])=[CH:4][C:3]=1[C:37]([F:40])([F:38])[F:39]. The yield is 0.135. (4) The reactants are [O:1]=[C:2]([CH3:20])[C:3](=[N:8][NH:9][C:10]1[CH:15]=[CH:14][CH:13]=[C:12]([C:16]([F:19])([F:18])[F:17])[CH:11]=1)[C:4]([O:6][CH3:7])=[O:5].[CH3:21]OC(OC)N(C)C. No catalyst specified. The product is [O:1]=[C:2]1[CH:20]=[CH:21][N:9]([C:10]2[CH:15]=[CH:14][CH:13]=[C:12]([C:16]([F:17])([F:18])[F:19])[CH:11]=2)[N:8]=[C:3]1[C:4]([O:6][CH3:7])=[O:5]. The yield is 0.870. (5) The reactants are [CH3:1][C:2]1([CH3:36])[CH2:7][C:6](=O)[CH2:5][C:4]([CH3:10])([CH3:9])[P:3]1[C:11]1[C:16]([O:17][CH3:18])=[CH:15][CH:14]=[C:13]([O:19][CH3:20])[C:12]=1[C:21]1[C:26]([CH:27]([CH3:29])[CH3:28])=[CH:25][C:24]([CH:30]([CH3:32])[CH3:31])=[CH:23][C:22]=1[CH:33]([CH3:35])[CH3:34].C(O)COCCO.O.NN.[OH-].[K+]. No catalyst specified. The product is [CH3:36][C:2]1([CH3:1])[CH2:7][CH2:6][CH2:5][C:4]([CH3:9])([CH3:10])[P:3]1[C:11]1[C:16]([O:17][CH3:18])=[CH:15][CH:14]=[C:13]([O:19][CH3:20])[C:12]=1[C:21]1[C:26]([CH:27]([CH3:28])[CH3:29])=[CH:25][C:24]([CH:30]([CH3:32])[CH3:31])=[CH:23][C:22]=1[CH:33]([CH3:35])[CH3:34]. The yield is 0.270. (6) The reactants are O[CH:2]([C:14]1[CH:19]=[CH:18][CH:17]=[CH:16][C:15]=1[S:20]([N:23]1[CH2:27][CH2:26][CH2:25][CH2:24]1)(=[O:22])=[O:21])[C:3]1[C:11]2[C:10](=[O:12])[CH2:9][CH2:8][CH2:7][C:6]=2[NH:5][C:4]=1[CH3:13].C([SiH](CC)CC)C.FC(F)(F)C(O)=O. The catalyst is ClCCl. The product is [CH3:13][C:4]1[NH:5][C:6]2[CH2:7][CH2:8][CH2:9][C:10](=[O:12])[C:11]=2[C:3]=1[CH2:2][C:14]1[CH:19]=[CH:18][CH:17]=[CH:16][C:15]=1[S:20]([N:23]1[CH2:24][CH2:25][CH2:26][CH2:27]1)(=[O:22])=[O:21]. The yield is 0.200. (7) The reactants are [CH2:1]([CH:8]1[CH2:13][CH2:12][N:11]([C:14]([C:16]2[S:17][CH:18]=[C:19]([C:21]3[C:26]([O:27][CH2:28][CH2:29][CH2:30][C:31]([O:33]CC)=[O:32])=[C:25]([Br:36])[C:24]([OH:37])=[C:23]([Br:38])[CH:22]=3)[N:20]=2)=[O:15])[CH2:10][CH2:9]1)[C:2]1[CH:7]=[CH:6][CH:5]=[CH:4][CH:3]=1.[OH-].[Li+]. The catalyst is O1CCOCC1. The product is [CH2:1]([CH:8]1[CH2:13][CH2:12][N:11]([C:14]([C:16]2[S:17][CH:18]=[C:19]([C:21]3[C:26]([O:27][CH2:28][CH2:29][CH2:30][C:31]([OH:33])=[O:32])=[C:25]([Br:36])[C:24]([OH:37])=[C:23]([Br:38])[CH:22]=3)[N:20]=2)=[O:15])[CH2:10][CH2:9]1)[C:2]1[CH:7]=[CH:6][CH:5]=[CH:4][CH:3]=1. The yield is 0.0100. (8) The reactants are [NH2:1][C:2]1[N:7]=[C:6]([N:8]2[CH2:13][CH2:12][N:11]([C:14]([O:16][C:17]([CH3:20])([CH3:19])[CH3:18])=[O:15])[CH2:10][CH2:9]2)[CH:5]=[CH:4][CH:3]=1.[Br:21]N1C(=O)CCC1=O. The catalyst is CN(C)C=O. The yield is 0.0820. The product is [NH2:1][C:2]1[N:7]=[C:6]([N:8]2[CH2:13][CH2:12][N:11]([C:14]([O:16][C:17]([CH3:20])([CH3:19])[CH3:18])=[O:15])[CH2:10][CH2:9]2)[CH:5]=[CH:4][C:3]=1[Br:21].